This data is from NCI-60 drug combinations with 297,098 pairs across 59 cell lines. The task is: Regression. Given two drug SMILES strings and cell line genomic features, predict the synergy score measuring deviation from expected non-interaction effect. (1) Drug 1: CCC1=CC2CC(C3=C(CN(C2)C1)C4=CC=CC=C4N3)(C5=C(C=C6C(=C5)C78CCN9C7C(C=CC9)(C(C(C8N6C)(C(=O)OC)O)OC(=O)C)CC)OC)C(=O)OC.C(C(C(=O)O)O)(C(=O)O)O. Drug 2: CCC1(CC2CC(C3=C(CCN(C2)C1)C4=CC=CC=C4N3)(C5=C(C=C6C(=C5)C78CCN9C7C(C=CC9)(C(C(C8N6C)(C(=O)OC)O)OC(=O)C)CC)OC)C(=O)OC)O.OS(=O)(=O)O. Cell line: KM12. Synergy scores: CSS=70.7, Synergy_ZIP=-2.61, Synergy_Bliss=-2.83, Synergy_Loewe=-0.827, Synergy_HSA=4.36. (2) Drug 1: C1CCN(CC1)CCOC2=CC=C(C=C2)C(=O)C3=C(SC4=C3C=CC(=C4)O)C5=CC=C(C=C5)O. Drug 2: C1=NC2=C(N=C(N=C2N1C3C(C(C(O3)CO)O)O)F)N. Cell line: SK-MEL-2. Synergy scores: CSS=-5.62, Synergy_ZIP=4.04, Synergy_Bliss=3.75, Synergy_Loewe=-3.06, Synergy_HSA=-3.06. (3) Drug 1: C1C(C(OC1N2C=NC3=C(N=C(N=C32)Cl)N)CO)O. Drug 2: C#CCC(CC1=CN=C2C(=N1)C(=NC(=N2)N)N)C3=CC=C(C=C3)C(=O)NC(CCC(=O)O)C(=O)O. Cell line: SF-268. Synergy scores: CSS=31.2, Synergy_ZIP=-4.69, Synergy_Bliss=-5.64, Synergy_Loewe=-10.6, Synergy_HSA=-4.28.